Dataset: NCI-60 drug combinations with 297,098 pairs across 59 cell lines. Task: Regression. Given two drug SMILES strings and cell line genomic features, predict the synergy score measuring deviation from expected non-interaction effect. Drug 1: C1=CC(=CC=C1CCC2=CNC3=C2C(=O)NC(=N3)N)C(=O)NC(CCC(=O)O)C(=O)O. Drug 2: CC1=C(C=C(C=C1)C(=O)NC2=CC(=CC(=C2)C(F)(F)F)N3C=C(N=C3)C)NC4=NC=CC(=N4)C5=CN=CC=C5. Cell line: HCT-15. Synergy scores: CSS=35.3, Synergy_ZIP=0.601, Synergy_Bliss=-1.94, Synergy_Loewe=-21.6, Synergy_HSA=-3.84.